From a dataset of hERG Central: cardiac toxicity at 1µM, 10µM, and general inhibition. Predict hERG channel inhibition at various concentrations. (1) Results: hERG_inhib (hERG inhibition (general)): blocker. The drug is COC(=O)C1=C(C)N(CC2CC2)C(=NCc2cccc(Cl)c2)N[C@H]1c1ccccc1. (2) The drug is COc1ccc(N2CCN(CCCNC(=O)CCC(=O)N3CCOc4ccc(Cl)cc43)CC2)cc1. Results: hERG_inhib (hERG inhibition (general)): blocker. (3) The compound is O=C(NCCCN1CCOCC1)c1c(O)c2cc(Br)cc(Br)c2[nH]c1=O. Results: hERG_inhib (hERG inhibition (general)): blocker. (4) The molecule is CCN1CCN(c2cc(C)c3cc(NC(=S)N(C)Cc4ccccc4)ccc3n2)CC1. Results: hERG_inhib (hERG inhibition (general)): blocker.